This data is from Forward reaction prediction with 1.9M reactions from USPTO patents (1976-2016). The task is: Predict the product of the given reaction. (1) Given the reactants [S:1]1[CH2:7][C:5](=[O:6])[N:4]([CH2:8][C:9]([OH:11])=[O:10])[C:2]1=[S:3].[C:12]1([C@H:18]([O:23][C:24]2[CH:25]=[C:26]([CH:29]=[CH:30][C:31]=2[O:32][CH2:33][C@H:34]([C:36]2[CH:41]=[CH:40][CH:39]=[CH:38][CH:37]=2)[CH3:35])[CH:27]=O)[C:19]([F:22])([F:21])[F:20])[CH:17]=[CH:16][CH:15]=[CH:14][CH:13]=1.C([O-])(=O)C.[NH4+], predict the reaction product. The product is: [C:12]1([C@H:18]([O:23][C:24]2[CH:25]=[C:26]([CH:27]=[C:7]3[S:1][C:2](=[S:3])[N:4]([CH2:8][C:9]([OH:11])=[O:10])[C:5]3=[O:6])[CH:29]=[CH:30][C:31]=2[O:32][CH2:33][C@H:34]([C:36]2[CH:37]=[CH:38][CH:39]=[CH:40][CH:41]=2)[CH3:35])[C:19]([F:22])([F:21])[F:20])[CH:17]=[CH:16][CH:15]=[CH:14][CH:13]=1. (2) Given the reactants [Cl:1][C:2]1[CH:7]=[C:6]([F:8])[CH:5]=[CH:4][C:3]=1[N:9]1[CH2:14][CH2:13][NH:12][CH2:11][C:10]1=[O:15].Cl.CN(C)CCCN=C=NCC.[Cl:28][C:29]1[C:37]([C:38]([F:41])([F:40])[F:39])=[CH:36][CH:35]=[CH:34][C:30]=1[C:31](O)=[O:32].C(O)(=O)CC(CC(O)=O)(C(O)=O)O, predict the reaction product. The product is: [Cl:1][C:2]1[CH:7]=[C:6]([F:8])[CH:5]=[CH:4][C:3]=1[N:9]1[CH2:14][CH2:13][N:12]([C:31]([C:30]2[CH:34]=[CH:35][CH:36]=[C:37]([C:38]([F:39])([F:40])[F:41])[C:29]=2[Cl:28])=[O:32])[CH2:11][C:10]1=[O:15]. (3) Given the reactants Br[C:2]1[CH:11]=[C:10]2[C:5]([CH:6]=[C:7]([NH:36][C:37](=[O:46])[O:38][CH2:39][C:40]3[CH:45]=[CH:44][CH:43]=[CH:42][CH:41]=3)[C:8]([C:12]([NH:14][C:15]3[CH:16]=[N:17][CH:18]=[CH:19][C:20]=3[N:21]3[CH2:26][C@H:25]([CH3:27])[CH2:24][C@H:23]([NH:28][C:29]([O:31][C:32]([CH3:35])([CH3:34])[CH3:33])=[O:30])[CH2:22]3)=[O:13])=[N:9]2)=[CH:4][CH:3]=1.[O-]P([O-])([O-])=O.[K+].[K+].[K+].O1CCOCC1.[CH3:61][N:62]1[CH2:67][CH:66]=[C:65](B2OC(C)(C)C(C)(C)O2)[CH2:64][CH2:63]1, predict the reaction product. The product is: [C:32]([O:31][C:29]([NH:28][C@H:23]1[CH2:24][C@@H:25]([CH3:27])[CH2:26][N:21]([C:20]2[CH:19]=[CH:18][N:17]=[CH:16][C:15]=2[NH:14][C:12]([C:8]2[C:7]([NH:36][C:37](=[O:46])[O:38][CH2:39][C:40]3[CH:41]=[CH:42][CH:43]=[CH:44][CH:45]=3)=[CH:6][C:5]3[C:10](=[CH:11][C:2]([C:65]4[CH2:66][CH2:67][N:62]([CH3:61])[CH2:63][CH:64]=4)=[CH:3][CH:4]=3)[N:9]=2)=[O:13])[CH2:22]1)=[O:30])([CH3:35])([CH3:34])[CH3:33]. (4) Given the reactants [CH2:1]([C:3]1[CH:8]=[C:7]([C:9]2[O:13][N:12]=[C:11]([C:14]3[CH:19]=[C:18]([CH3:20])[N:17]=[C:16]([NH:21][CH:22]([CH3:24])[CH3:23])[N:15]=3)[N:10]=2)[CH:6]=[C:5]([CH3:25])[C:4]=1O)[CH3:2].[CH2:27]1[O:29][C@H:28]1CCl.C(C1C=C([C:40]2[O:41]C(C3C=C(C)N=C(NC(C)C)N=3)=NN=2)C=C(C)C=1O)C, predict the reaction product. The product is: [CH2:1]([C:3]1[C:8]([O:41][CH3:40])=[C:7]([C:9]2[O:13][N:12]=[C:11]([C:14]3[CH:19]=[C:18]([CH3:20])[N:17]=[C:16]([NH:21][CH:22]([CH3:23])[CH3:24])[N:15]=3)[N:10]=2)[CH:6]=[C:5]([CH3:25])[C:4]=1[C@H:28]1[CH2:27][O:29]1)[CH3:2]. (5) Given the reactants Cl[C:2]1[CH:7]=[C:6]([Cl:8])[N:5]=[C:4]([CH3:9])[N:3]=1.C(P(C(C)(C)C)C1C=CC2C(=CC=CC=2)C1C1C2C(=CC=CC=2)C=CC=1)(C)(C)C.C[C:40]([N:42](C)C)=O, predict the reaction product. The product is: [Cl:8][C:6]1[N:5]=[C:4]([CH3:9])[N:3]=[C:2]([C:40]#[N:42])[CH:7]=1.